This data is from Forward reaction prediction with 1.9M reactions from USPTO patents (1976-2016). The task is: Predict the product of the given reaction. (1) Given the reactants [Cl:1][C:2]1[CH:3]=[CH:4][C:5]([NH2:8])=[N:6][CH:7]=1.CO[CH:11](OC)[N:12]([CH3:14])[CH3:13], predict the reaction product. The product is: [Cl:1][C:2]1[CH:3]=[CH:4][C:5]([N:8]=[CH:11][N:12]([CH3:14])[CH3:13])=[N:6][CH:7]=1. (2) Given the reactants [O:1]1[CH2:6][CH2:5][N:4]([C:7]([C:9]2[CH:14]=[C:13]([C:15]([F:18])([F:17])[F:16])[CH:12]=[C:11]([N+:19]([O-:21])=[O:20])[CH:10]=2)=O)[CH2:3][CH2:2]1.CSC.B, predict the reaction product. The product is: [N+:19]([C:11]1[CH:10]=[C:9]([CH:14]=[C:13]([C:15]([F:18])([F:17])[F:16])[CH:12]=1)[CH2:7][N:4]1[CH2:3][CH2:2][O:1][CH2:6][CH2:5]1)([O-:21])=[O:20]. (3) Given the reactants [CH3:1][N:2]1[CH2:6][CH2:5][CH2:4][C@H:3]1[C:7]1[CH:8]=[C:9]([CH2:13][CH2:14][CH2:15][NH2:16])[CH:10]=[N:11][CH:12]=1.[C:17]([O:21][C:22]([C@H]1CC[C@H](C(O)=O)CC1)=[O:23])([CH3:20])([CH3:19])[CH3:18].C(P1(=O)OP(CCC)(=O)OP(C[CH2:48][CH3:49])(=O)O1)CC.CC[N:53](CC)CC.[CH3:58][CH:59]1[CH2:63][CH2:62][CH2:61][O:60]1, predict the reaction product. The product is: [NH3:2].[CH3:1][N:2]1[CH2:6][CH2:5][CH2:4][C@H:3]1[C:7]1[CH:8]=[C:9]([CH2:13][CH2:14][CH2:15][NH:16][C:61]([C@H:62]2[CH2:49][CH2:48][C@H:58]([NH:53][C:22](=[O:23])[O:21][C:17]([CH3:18])([CH3:19])[CH3:20])[CH2:59][CH2:63]2)=[O:60])[CH:10]=[N:11][CH:12]=1. (4) Given the reactants C([O:3][C:4](=[O:35])[C@H:5]([OH:34])[CH2:6][C@H:7]([NH:23][C:24]([C:26]1[CH:30]=[C:29]([C:31](=[O:33])[CH3:32])[NH:28][N:27]=1)=[O:25])[CH2:8][C:9]1[CH:14]=[CH:13][C:12]([C:15]2[CH:20]=[C:19]([Cl:21])[CH:18]=[CH:17][C:16]=2[F:22])=[CH:11][CH:10]=1)C.[Li+].[OH-].O.CCO, predict the reaction product. The product is: [C:31]([C:29]1[NH:28][N:27]=[C:26]([C:24]([NH:23][C@H:7]([CH2:8][C:9]2[CH:14]=[CH:13][C:12]([C:15]3[CH:20]=[C:19]([Cl:21])[CH:18]=[CH:17][C:16]=3[F:22])=[CH:11][CH:10]=2)[CH2:6][C@@H:5]([OH:34])[C:4]([OH:35])=[O:3])=[O:25])[CH:30]=1)(=[O:33])[CH3:32]. (5) Given the reactants COC([C:5]1[N:9]([Cl:10])[C:8]([Cl:11])=[CH:7][N:6]=1)C.C1C(=O)N([Br:19])C(=O)C1.[C:20]([O:23][CH2:24]C)(=O)[CH3:21], predict the reaction product. The product is: [Br:19][C:5]1[N:9]([Cl:10])[C:8]([Cl:11])=[C:7]([CH:20]([O:23][CH3:24])[CH3:21])[N:6]=1.